From a dataset of Full USPTO retrosynthesis dataset with 1.9M reactions from patents (1976-2016). Predict the reactants needed to synthesize the given product. (1) Given the product [CH3:18][N:17]([CH3:19])/[C:13](/[CH3:14])=[CH:9]/[C:8]([C:5]1[CH:6]=[CH:7][C:2]([CH3:1])=[CH:3][CH:4]=1)=[O:10], predict the reactants needed to synthesize it. The reactants are: [CH3:1][C:2]1[CH:7]=[CH:6][C:5]([C:8](=[O:10])[CH3:9])=[CH:4][CH:3]=1.CO[C:13]([N:17]([CH3:19])[CH3:18])(OC)[CH3:14]. (2) Given the product [C:12]([O-:21])(=[O:20])[CH2:13][CH2:14][CH2:15][CH2:16][CH2:17][CH2:18][CH3:19].[CH2:2]([N+:6]1[CH:11]=[CH:10][CH:9]=[CH:8][CH:7]=1)[CH2:3][CH2:4][CH3:5], predict the reactants needed to synthesize it. The reactants are: [Cl-].[CH2:2]([N+:6]1[CH:11]=[CH:10][CH:9]=[CH:8][CH:7]=1)[CH2:3][CH2:4][CH3:5].[C:12]([O-:21])(=[O:20])[CH2:13][CH2:14][CH2:15][CH2:16][CH2:17][CH2:18][CH3:19].[Na+].C([N+]1C=CC=CC=1)CCC.CO. (3) Given the product [Cl:1][C:2]1[C:6]([CH2:7][O:8][C:22]2[CH:21]=[CH:20][C:19]([CH2:25][CH2:26][C:27]([O:29][CH2:30][CH3:31])=[O:28])=[C:18]([CH2:16][CH3:17])[CH:23]=2)=[C:5]([C:9]2[CH:14]=[CH:13][CH:12]=[CH:11][C:10]=2[CH3:15])[S:4][N:3]=1, predict the reactants needed to synthesize it. The reactants are: [Cl:1][C:2]1[C:6]([CH2:7][OH:8])=[C:5]([C:9]2[CH:14]=[CH:13][CH:12]=[CH:11][C:10]=2[CH3:15])[S:4][N:3]=1.[CH2:16]([C:18]1[CH:23]=[C:22](O)[CH:21]=[CH:20][C:19]=1[CH2:25][CH2:26][C:27]([O:29][CH2:30][CH3:31])=[O:28])[CH3:17].C1CCN(C(N=NC(N2CCCCC2)=O)=O)CC1.P(CCCC)(CCCC)CCCC. (4) The reactants are: [CH3:1][N:2]1[CH2:7][CH2:6][CH2:5][CH2:4][C:3]1=[O:8].Cl.CC[O:12]CC. Given the product [CH3:1][NH:2][CH2:7][CH2:6][CH2:5][CH2:4][C:3]([OH:8])=[O:12], predict the reactants needed to synthesize it.